Dataset: Forward reaction prediction with 1.9M reactions from USPTO patents (1976-2016). Task: Predict the product of the given reaction. (1) Given the reactants [F:1][C:2]([F:39])([F:38])[C:3]1[CH:4]=[C:5]([C@H:13]2[O:17][C:16](=[O:18])[N:15]([CH2:19][C:20]3[C:25](B4OC(C)(C)C(C)(C)O4)=[CH:24][N:23]=[C:22]([S:35][CH3:36])[N:21]=3)[C@H:14]2[CH3:37])[CH:6]=[C:7]([C:9]([F:12])([F:11])[F:10])[CH:8]=1.Br[C:41]1[CH:42]=[C:43]([C:49]2[C:58]([CH3:59])=[CH:57][C:52]([C:53]([O:55][CH3:56])=[O:54])=[CH:51][C:50]=2[CH3:60])[CH:44]=[N:45][C:46]=1[O:47][CH3:48].P([O-])([O-])([O-])=O.[K+].[K+].[K+], predict the reaction product. The product is: [F:1][C:2]([F:39])([F:38])[C:3]1[CH:4]=[C:5]([C@H:13]2[O:17][C:16](=[O:18])[N:15]([CH2:19][C:20]3[C:25]([C:41]4[CH:42]=[C:43]([C:49]5[C:58]([CH3:59])=[CH:57][C:52]([C:53]([O:55][CH3:56])=[O:54])=[CH:51][C:50]=5[CH3:60])[CH:44]=[N:45][C:46]=4[O:47][CH3:48])=[CH:24][N:23]=[C:22]([S:35][CH3:36])[N:21]=3)[C@H:14]2[CH3:37])[CH:6]=[C:7]([C:9]([F:10])([F:12])[F:11])[CH:8]=1. (2) The product is: [Cl:8][C:6]1[CH:5]=[C:4]([C@:9]2([C:32]([F:34])([F:33])[F:35])[O:13][N:12]=[C:11]([C:14]3[S:18][C:17]([C:19]([NH:21][C@@H:22]4[CH2:26][CH2:25][NH:24][C:23]4=[O:27])=[O:20])=[C:16]4[CH2:28][CH2:29][CH2:30][CH2:31][C:15]=34)[CH2:10]2)[CH:3]=[C:2]([Cl:1])[CH:7]=1.[Cl:8][C:6]1[CH:5]=[C:4]([C@@:9]2([C:32]([F:34])([F:33])[F:35])[O:13][N:12]=[C:11]([C:14]3[S:18][C:17]([C:19]([NH:21][C@@H:22]4[CH2:26][CH2:25][NH:24][C:23]4=[O:27])=[O:20])=[C:16]4[CH2:28][CH2:29][CH2:30][CH2:31][C:15]=34)[CH2:10]2)[CH:3]=[C:2]([Cl:1])[CH:7]=1. Given the reactants [Cl:1][C:2]1[CH:3]=[C:4]([C:9]2([C:32]([F:35])([F:34])[F:33])[O:13][N:12]=[C:11]([C:14]3[S:18][C:17]([C:19]([NH:21][C@@H:22]4[CH2:26][CH2:25][NH:24][C:23]4=[O:27])=[O:20])=[C:16]4[CH2:28][CH2:29][CH2:30][CH2:31][C:15]=34)[CH2:10]2)[CH:5]=[C:6]([Cl:8])[CH:7]=1.C(=O)=O.CO, predict the reaction product. (3) The product is: [CH3:1][O:2][C:3]([C:5]1[C:6]2[CH:7]=[N:8][N:9]([CH2:14][C:15]3[CH:20]=[CH:19][CH:18]=[CH:17][CH:16]=3)[C:10]=2[CH:11]=[CH:12][CH:13]=1)=[O:4]. Given the reactants [CH3:1][O:2][C:3]([C:5]1[C:6]2[CH:7]=[N:8][NH:9][C:10]=2[CH:11]=[CH:12][CH:13]=1)=[O:4].[CH2:14](Br)[C:15]1[CH:20]=[CH:19][CH:18]=[CH:17][CH:16]=1, predict the reaction product. (4) Given the reactants C(O[C:6]([N:8](C)[CH2:9][CH2:10][N:11]([CH2:19][C:20]1[S:21][CH:22]=[C:23]([N:25]2[C:29]([C:30](=[O:41])[NH:31][CH2:32][C:33]3[CH:38]=[CH:37][CH:36]=[CH:35][C:34]=3[O:39][CH3:40])=[CH:28][C:27]([C:42]([F:45])([F:44])[F:43])=[N:26]2)[CH:24]=1)C(=O)OC(C)(C)C)=O)(C)(C)C.C(O)(C(F)(F)F)=O.N[C@@H](C)C(NCC1SC=C(N2C(C(NCC3C=CC=CC=3OC)=O)=CC(C(F)(F)F)=N2)C=1)=O, predict the reaction product. The product is: [CH3:40][O:39][C:34]1[CH:35]=[CH:36][CH:37]=[CH:38][C:33]=1[CH2:32][NH:31][C:30]([C:29]1[N:25]([C:23]2[CH:24]=[C:20]([CH2:19][NH:11][CH2:10][CH2:9][NH:8][CH3:6])[S:21][CH:22]=2)[N:26]=[C:27]([C:42]([F:43])([F:44])[F:45])[CH:28]=1)=[O:41]. (5) Given the reactants C(O)(=O)C.[F:5][C:6]([F:34])([F:33])[C:7]1[N:11]2[N:12]=[C:13]([N:16]3[CH2:21][CH2:20][CH:19]([C:22]4[CH:32]=[CH:31][C:25]([O:26][CH2:27][C:28](=O)[CH3:29])=[CH:24][CH:23]=4)[CH2:18][CH2:17]3)[CH2:14][CH2:15][C:10]2=[N:9][N:8]=1.[C:35]([N:38]1[CH2:43][CH2:42][NH:41][CH2:40][CH2:39]1)(=[O:37])[CH3:36].[O-]S([O-])(=O)=O.[Mg+2].C(O[BH-](OC(=O)C)OC(=O)C)(=O)C.[Na+], predict the reaction product. The product is: [C:35]([N:38]1[CH2:43][CH2:42][N:41]([CH:28]([CH3:29])[CH2:27][O:26][C:25]2[CH:24]=[CH:23][C:22]([CH:19]3[CH2:20][CH2:21][N:16]([C:13]4[CH2:14][CH2:15][C:10]5[N:11]([C:7]([C:6]([F:34])([F:33])[F:5])=[N:8][N:9]=5)[N:12]=4)[CH2:17][CH2:18]3)=[CH:32][CH:31]=2)[CH2:40][CH2:39]1)(=[O:37])[CH3:36]. (6) Given the reactants [CH3:1][N:2]1[CH2:6][CH2:5][CH2:4][CH:3]1[CH2:7][CH2:8][N:9]1[C:21]2[CH:20]=[CH:19][C:18]3[C:22](=[O:25])[CH2:23][CH2:24][C:17]=3[C:16]=2[C:15]2[CH:14]=[CH:13][CH:12]=[CH:11][C:10]1=2.[Al+3].[Cl-].[Cl-].[Cl-].[C:30](Cl)([CH3:32])=[O:31].C([O-])(O)=O.[Na+], predict the reaction product. The product is: [C:30]([C:13]1[CH:12]=[CH:11][C:10]2[N:9]([CH2:8][CH2:7][CH:3]3[CH2:4][CH2:5][CH2:6][N:2]3[CH3:1])[C:21]3[CH:20]=[CH:19][C:18]4[C:22](=[O:25])[CH2:23][CH2:24][C:17]=4[C:16]=3[C:15]=2[CH:14]=1)(=[O:31])[CH3:32]. (7) Given the reactants [O:1]=[C:2]1[C:8]2=[CH:9][N:10]([S:15]([C:18]3[CH:23]=[CH:22][CH:21]=[CH:20][CH:19]=3)(=[O:17])=[O:16])[C:11]3[CH:12]=[CH:13][CH:14]=[C:6]([C:7]=32)[CH2:5][N:4](C(OC(C)(C)C)=O)[CH2:3]1.[C:31]([OH:37])([C:33]([F:36])([F:35])[F:34])=[O:32], predict the reaction product. The product is: [F:34][C:33]([F:36])([F:35])[C:31]([OH:37])=[O:32].[C:18]1([S:15]([N:10]2[C:11]3[CH:12]=[CH:13][CH:14]=[C:6]4[CH2:5][NH:4][CH2:3][C:2](=[O:1])[C:8]([C:7]=34)=[CH:9]2)(=[O:17])=[O:16])[CH:19]=[CH:20][CH:21]=[CH:22][CH:23]=1. (8) Given the reactants [CH3:1][C:2]1[C:3]([CH:22]([OH:42])[C:23]2[N:27](COCC[Si](C)(C)C)[C:26]3[CH:36]=[CH:37][C:38]([C:40]#[N:41])=[CH:39][C:25]=3[N:24]=2)=[C:4]2[C:8](=[C:9]([CH3:11])[CH:10]=1)[N:7](S(C1C=CC(C)=CC=1)(=O)=O)[CH:6]=[CH:5]2.CC1C(C(O)C2N(COCC[Si](C)(C)C)C3C=C(C#N)C=CC=3N=2)=C2C(=C(C)C=1)N(S(C1C=CC(C)=CC=1)(=O)=O)C=C2.Br[CH2:86][C:87]([O:89]C)=[O:88].CI, predict the reaction product. The product is: [C:40]([C:38]1[CH:37]=[CH:36][C:26]2[NH:27][C:23]([CH:22]([C:3]3[C:2]([CH3:1])=[CH:10][C:9]([CH3:11])=[C:8]4[C:4]=3[CH:5]=[CH:6][NH:7]4)[O:42][CH2:86][C:87]([OH:89])=[O:88])=[N:24][C:25]=2[CH:39]=1)#[N:41].